Dataset: Catalyst prediction with 721,799 reactions and 888 catalyst types from USPTO. Task: Predict which catalyst facilitates the given reaction. Reactant: Br[CH:2]([C:15]1[CH:20]=[CH:19][CH:18]=[C:17]([C:21]2[CH:22]=[C:23]([C:31]([CH3:37])([S:33]([CH3:36])(=[O:35])=[O:34])[CH3:32])[CH:24]=[C:25]3[C:30]=2[N:29]=[CH:28][CH:27]=[CH:26]3)[CH:16]=1)[C:3]([C:5]1[CH:10]=[CH:9][C:8]([S:11]([CH3:14])(=[O:13])=[O:12])=[CH:7][CH:6]=1)=O.[NH2:38][C:39]1[CH:44]=[CH:43][CH:42]=[CH:41][C:40]=1[NH2:45]. Product: [CH3:37][C:31]([C:23]1[CH:24]=[C:25]2[C:30](=[C:21]([C:17]3[CH:16]=[C:15]([C:2]4[C:3]([C:5]5[CH:10]=[CH:9][C:8]([S:11]([CH3:14])(=[O:12])=[O:13])=[CH:7][CH:6]=5)=[N:45][C:40]5[C:39](=[CH:44][CH:43]=[CH:42][CH:41]=5)[N:38]=4)[CH:20]=[CH:19][CH:18]=3)[CH:22]=1)[N:29]=[CH:28][CH:27]=[CH:26]2)([S:33]([CH3:36])(=[O:35])=[O:34])[CH3:32]. The catalyst class is: 18.